From a dataset of Peptide-MHC class I binding affinity with 185,985 pairs from IEDB/IMGT. Regression. Given a peptide amino acid sequence and an MHC pseudo amino acid sequence, predict their binding affinity value. This is MHC class I binding data. (1) The peptide sequence is CCYHCQFCF. The MHC is Mamu-B17 with pseudo-sequence Mamu-B17. The binding affinity (normalized) is 0.141. (2) The peptide sequence is PFTQCGYPA. The MHC is Patr-A0701 with pseudo-sequence Patr-A0701. The binding affinity (normalized) is 0.0228. (3) The binding affinity (normalized) is 0.841. The peptide sequence is RRLTARGLL. The MHC is HLA-B27:05 with pseudo-sequence HLA-B27:05. (4) The peptide sequence is EKDSPFKLSSSEPHC. The MHC is HLA-A03:01 with pseudo-sequence HLA-A03:01. The binding affinity (normalized) is 0.609. (5) The peptide sequence is YAAPQLFPV. The MHC is HLA-C08:02 with pseudo-sequence HLA-C08:02. The binding affinity (normalized) is 0.609.